Dataset: Full USPTO retrosynthesis dataset with 1.9M reactions from patents (1976-2016). Task: Predict the reactants needed to synthesize the given product. (1) Given the product [N:7]1([C:13]2[N:18]=[CH:17][N:16]=[C:15]3[N:19]([CH2:22][CH2:23][N:24]4[CH2:29][CH2:28][CH2:27][CH2:26][CH2:25]4)[N:20]=[CH:21][C:14]=23)[CH:11]=[CH:10][N:9]=[CH:8]1, predict the reactants needed to synthesize it. The reactants are: CC(C)([O-])C.[K+].[NH:7]1[CH:11]=[CH:10][N:9]=[CH:8]1.Cl[C:13]1[N:18]=[CH:17][N:16]=[C:15]2[N:19]([CH2:22][CH2:23][N:24]3[CH2:29][CH2:28][CH2:27][CH2:26][CH2:25]3)[N:20]=[CH:21][C:14]=12.O. (2) Given the product [C:20]([NH:1][CH2:2][CH2:3][CH2:4][N:5]([C:29](=[O:36])[C:30]1[CH:35]=[CH:34][CH:33]=[CH:32][CH:31]=1)[C:6]1[C:19]2[C:14]([N:13]=[C:12]3[C:7]=1[CH:8]=[CH:9][CH:10]=[CH:11]3)=[CH:15][CH:16]=[CH:17][CH:18]=2)(=[O:22])[CH3:21], predict the reactants needed to synthesize it. The reactants are: [NH2:1][CH2:2][CH2:3][CH2:4][NH:5][C:6]1[C:7]2[C:12]([N:13]=[C:14]3[C:19]=1[CH:18]=[CH:17][CH:16]=[CH:15]3)=[CH:11][CH:10]=[CH:9][CH:8]=2.[C:20](Cl)(=[O:22])[CH3:21].C(=O)(O)[O-].[Na+].[C:29](Cl)(=[O:36])[C:30]1[CH:35]=[CH:34][CH:33]=[CH:32][CH:31]=1. (3) Given the product [CH3:1][O:2][C:3]1[CH:20]=[CH:19][C:6]([CH2:7][CH2:8][N:9]2[C:10]3[CH:15]=[CH:14][CH:13]=[CH:12][C:11]=3[N:16]=[C:21]2[CH3:22])=[CH:5][CH:4]=1, predict the reactants needed to synthesize it. The reactants are: [CH3:1][O:2][C:3]1[CH:20]=[CH:19][C:6]([CH2:7][CH2:8][NH:9][C:10]2[CH:15]=[CH:14][CH:13]=[CH:12][C:11]=2[N+:16]([O-])=O)=[CH:5][CH:4]=1.[C:21](O)(=O)[CH3:22]. (4) Given the product [NH2:31][C:27]1[NH:28][C:29](=[O:30])[C:24]2[S:23][C:22](=[O:32])[N:21]([C@H:13]3[C@H:14]([NH:16][S:17]([CH3:20])(=[O:19])=[O:18])[CH2:15][C@@H:11]([CH2:10][OH:9])[O:12]3)[C:25]=2[N:26]=1, predict the reactants needed to synthesize it. The reactants are: C([O:9][CH2:10][C@@H:11]1[CH2:15][C@@H:14]([NH:16][S:17]([CH3:20])(=[O:19])=[O:18])[C@H:13]([N:21]2[C:25]3[N:26]=[C:27]([NH2:31])[NH:28][C:29](=[O:30])[C:24]=3[S:23][C:22]2=[O:32])[O:12]1)(=O)C1C=CC=CC=1.C([O-])([O-])=O.[K+].[K+]. (5) Given the product [Cl:1][C:2]1[CH:7]=[CH:6][C:5]([C:8]2[N:9]=[C:10]([C:13]3([CH2:19][NH:20][C:31](=[O:32])[C:30]4[CH:34]=[CH:35][CH:36]=[C:28]([C:25]5[N:24]=[C:23]([C:22]([F:38])([F:37])[F:21])[O:27][N:26]=5)[CH:29]=4)[CH2:14][CH2:15][O:16][CH2:17][CH2:18]3)[S:11][CH:12]=2)=[CH:4][CH:3]=1, predict the reactants needed to synthesize it. The reactants are: [Cl:1][C:2]1[CH:7]=[CH:6][C:5]([C:8]2[N:9]=[C:10]([C:13]3([CH2:19][NH2:20])[CH2:18][CH2:17][O:16][CH2:15][CH2:14]3)[S:11][CH:12]=2)=[CH:4][CH:3]=1.[F:21][C:22]([F:38])([F:37])[C:23]1[O:27][N:26]=[C:25]([C:28]2[CH:29]=[C:30]([CH:34]=[CH:35][CH:36]=2)[C:31](O)=[O:32])[N:24]=1. (6) Given the product [NH2:12][C:10]1[CH:9]=[C:4]([CH:3]=[C:2]([Br:1])[CH:11]=1)[C:5]([O:7][CH3:8])=[O:6], predict the reactants needed to synthesize it. The reactants are: [Br:1][C:2]1[CH:3]=[C:4]([CH:9]=[C:10]([N+:12]([O-])=O)[CH:11]=1)[C:5]([O:7][CH3:8])=[O:6].[BH4-].[Na+].